Task: Predict which catalyst facilitates the given reaction.. Dataset: Catalyst prediction with 721,799 reactions and 888 catalyst types from USPTO (1) Reactant: O.[OH-].[Li+].C[O:5][C:6](=[O:36])[CH2:7][C:8]1[C:17]([CH3:18])=[C:16]([C:19]2[CH:24]=[CH:23][C:22]([S:25]([C:28]3[CH:33]=[CH:32][CH:31]=[C:30]([Cl:34])[CH:29]=3)(=[O:27])=[O:26])=[CH:21][CH:20]=2)[C:15]2[C:10](=[CH:11][CH:12]=[C:13]([Cl:35])[CH:14]=2)[CH:9]=1. Product: [Cl:35][C:13]1[CH:14]=[C:15]2[C:10](=[CH:11][CH:12]=1)[CH:9]=[C:8]([CH2:7][C:6]([OH:36])=[O:5])[C:17]([CH3:18])=[C:16]2[C:19]1[CH:20]=[CH:21][C:22]([S:25]([C:28]2[CH:33]=[CH:32][CH:31]=[C:30]([Cl:34])[CH:29]=2)(=[O:27])=[O:26])=[CH:23][CH:24]=1. The catalyst class is: 20. (2) Reactant: Cl[C:2]1[N:7]=[C:6]([C:8]2[N:12]3[CH:13]=[CH:14][CH:15]=[CH:16][C:11]3=[N:10][C:9]=2[C:17]2[CH:18]=[C:19]([CH:31]=[CH:32][CH:33]=2)[C:20]([NH:22][C:23]2[C:28]([F:29])=[CH:27][CH:26]=[CH:25][C:24]=2[F:30])=[O:21])[CH:5]=[CH:4][N:3]=1.[CH2:34]([C:36]1[C:37]([N:45]2[CH2:50][CH2:49][CH:48]([N:51]3[CH2:56][CH2:55][N:54]([S:57]([CH3:60])(=[O:59])=[O:58])[CH2:53][CH2:52]3)[CH2:47][CH2:46]2)=[CH:38][C:39]([O:43][CH3:44])=[C:40]([CH:42]=1)[NH2:41])[CH3:35].C1(C)C=CC(S(O)(=O)=O)=CC=1. Product: [F:30][C:24]1[CH:25]=[CH:26][CH:27]=[C:28]([F:29])[C:23]=1[NH:22][C:20](=[O:21])[C:19]1[CH:31]=[CH:32][CH:33]=[C:17]([C:9]2[N:10]=[C:11]3[CH:16]=[CH:15][CH:14]=[CH:13][N:12]3[C:8]=2[C:6]2[CH:5]=[CH:4][N:3]=[C:2]([NH:41][C:40]3[CH:42]=[C:36]([CH2:34][CH3:35])[C:37]([N:45]4[CH2:46][CH2:47][CH:48]([N:51]5[CH2:52][CH2:53][N:54]([S:57]([CH3:60])(=[O:59])=[O:58])[CH2:55][CH2:56]5)[CH2:49][CH2:50]4)=[CH:38][C:39]=3[O:43][CH3:44])[N:7]=2)[CH:18]=1. The catalyst class is: 41. (3) Reactant: Cl.[CH2:2]([O:9][C:10]1[C:11]([C:24](O)=[O:25])=[N:12][CH:13]=[C:14]([O:16][CH2:17][C:18]2[CH:23]=[CH:22][CH:21]=[CH:20][CH:19]=2)[CH:15]=1)[C:3]1[CH:8]=[CH:7][CH:6]=[CH:5][CH:4]=1.C(N(C(C)C)CC)(C)C.CN(C)CCCN=C=NCC.ON1C2C=CC=CC=2N=N1.Cl.[CH3:58][O:59][C:60](=[O:63])[CH2:61][NH2:62]. Product: [CH3:58][O:59][C:60](=[O:63])[CH2:61][NH:62][C:24]([C:11]1[C:10]([O:9][CH2:2][C:3]2[CH:8]=[CH:7][CH:6]=[CH:5][CH:4]=2)=[CH:15][C:14]([O:16][CH2:17][C:18]2[CH:23]=[CH:22][CH:21]=[CH:20][CH:19]=2)=[CH:13][N:12]=1)=[O:25]. The catalyst class is: 3. (4) Reactant: Cl.[NH2:2][CH:3]1[CH2:9][CH2:8][CH2:7][CH2:6][NH:5][C:4]1=[O:10].C([O-])([O-])=O.[K+].[K+].[F:17][C:18]1[CH:26]=[CH:25][C:21]([C:22](Cl)=[O:23])=[CH:20][CH:19]=1. Product: [F:17][C:18]1[CH:26]=[CH:25][C:21]([C:22]([NH:2][CH:3]2[CH2:9][CH2:8][CH2:7][CH2:6][NH:5][C:4]2=[O:10])=[O:23])=[CH:20][CH:19]=1. The catalyst class is: 22.